Dataset: Forward reaction prediction with 1.9M reactions from USPTO patents (1976-2016). Task: Predict the product of the given reaction. (1) Given the reactants [F:1][C:2]1[C:7]([F:8])=[CH:6][CH:5]=[CH:4][C:3]=1[N:9]1[C:13]([C:14]2[C:15]([NH2:29])=[N:16][CH:17]=[C:18](B3OC(C)(C)C(C)(C)O3)[CH:19]=2)=[N:12][N:11]=[N:10]1.Br[C:31]1[S:46][C:34]2[CH2:35][N:36]([C:39]([O:41][C:42]([CH3:45])([CH3:44])[CH3:43])=[O:40])[CH2:37][CH2:38][C:33]=2[CH:32]=1.C([O-])(O)=O.[Na+], predict the reaction product. The product is: [NH2:29][C:15]1[N:16]=[CH:17][C:18]([C:31]2[S:46][C:34]3[CH2:35][N:36]([C:39]([O:41][C:42]([CH3:44])([CH3:43])[CH3:45])=[O:40])[CH2:37][CH2:38][C:33]=3[CH:32]=2)=[CH:19][C:14]=1[C:13]1[N:9]([C:3]2[CH:4]=[CH:5][CH:6]=[C:7]([F:8])[C:2]=2[F:1])[N:10]=[N:11][N:12]=1. (2) The product is: [Cl:1][C:2]1[CH:3]=[C:4]2[C:9](=[CH:10][CH:11]=1)[NH:8][CH:7]([C:12]1[CH:13]=[C:14]([NH:18][S:28]([C:24]3[CH:25]=[CH:26][CH:27]=[C:22]([F:21])[CH:23]=3)(=[O:30])=[O:29])[CH:15]=[CH:16][CH:17]=1)[CH2:6][C:5]2([CH3:20])[CH3:19]. Given the reactants [Cl:1][C:2]1[CH:3]=[C:4]2[C:9](=[CH:10][CH:11]=1)[NH:8][CH:7]([C:12]1[CH:13]=[C:14]([NH2:18])[CH:15]=[CH:16][CH:17]=1)[CH2:6][C:5]2([CH3:20])[CH3:19].[F:21][C:22]1[CH:23]=[C:24]([S:28](Cl)(=[O:30])=[O:29])[CH:25]=[CH:26][CH:27]=1, predict the reaction product.